Dataset: Peptide-MHC class I binding affinity with 185,985 pairs from IEDB/IMGT. Task: Regression. Given a peptide amino acid sequence and an MHC pseudo amino acid sequence, predict their binding affinity value. This is MHC class I binding data. (1) The peptide sequence is AMGAASLTL. The MHC is Mamu-B8701 with pseudo-sequence Mamu-B8701. The binding affinity (normalized) is 0.204. (2) The peptide sequence is ESEVDDPAM. The MHC is HLA-A02:11 with pseudo-sequence HLA-A02:11. The binding affinity (normalized) is 0.0847.